Task: Regression. Given a peptide amino acid sequence and an MHC pseudo amino acid sequence, predict their binding affinity value. This is MHC class II binding data.. Dataset: Peptide-MHC class II binding affinity with 134,281 pairs from IEDB (1) The peptide sequence is SQDTELSWNLNGLQAY. The MHC is DRB1_0401 with pseudo-sequence DRB1_0401. The binding affinity (normalized) is 0.385. (2) The peptide sequence is AFILDGDNLFCKV. The MHC is HLA-DQA10501-DQB10201 with pseudo-sequence HLA-DQA10501-DQB10201. The binding affinity (normalized) is 0.512. (3) The peptide sequence is ATTEEQKLIEDVNAS. The MHC is HLA-DQA10104-DQB10503 with pseudo-sequence HLA-DQA10104-DQB10503. The binding affinity (normalized) is 0.423. (4) The peptide sequence is YLGKREDQWCGSLIGLT. The MHC is DRB1_0404 with pseudo-sequence DRB1_0404. The binding affinity (normalized) is 0.293. (5) The peptide sequence is AAATAGTTVYGAFAK. The MHC is HLA-DQA10501-DQB10301 with pseudo-sequence HLA-DQA10501-DQB10301. The binding affinity (normalized) is 0.694. (6) The peptide sequence is SVTIKLDGNLLSSND. The MHC is HLA-DQA10102-DQB10502 with pseudo-sequence HLA-DQA10102-DQB10502. The binding affinity (normalized) is 0.0285.